Dataset: Forward reaction prediction with 1.9M reactions from USPTO patents (1976-2016). Task: Predict the product of the given reaction. Given the reactants [Br:1][C:2]1[CH:12]=[CH:11][C:5]([C:6]([O:8][CH2:9][CH3:10])=[O:7])=[C:4]([CH2:13][C:14]([CH3:16])=[CH2:15])[C:3]=1[OH:17].C(O)=O.O, predict the reaction product. The product is: [Br:1][C:2]1[CH:12]=[CH:11][C:5]([C:6]([O:8][CH2:9][CH3:10])=[O:7])=[C:4]2[C:3]=1[O:17][C:14]([CH3:16])([CH3:15])[CH2:13]2.